Dataset: Forward reaction prediction with 1.9M reactions from USPTO patents (1976-2016). Task: Predict the product of the given reaction. (1) Given the reactants C(O[C:5](=[O:7])[CH3:6])(=O)C.[Br:8][C:9]1[CH:10]=[C:11]2[C:16](=[CH:17][CH:18]=1)[CH:15]=[C:14]([C:19]([NH:21]O)=[NH:20])[CH:13]=[CH:12]2, predict the reaction product. The product is: [Br:8][C:9]1[CH:10]=[C:11]2[C:16](=[CH:17][CH:18]=1)[CH:15]=[C:14]([C:19]1[N:20]=[C:5]([CH3:6])[O:7][N:21]=1)[CH:13]=[CH:12]2. (2) Given the reactants [CH3:1][C:2]1[C:3]([OH:11])=[C:4]([CH3:10])[C:5]([CH3:9])=[C:6]([CH:8]=1)[OH:7].[C:12]1(=O)OC(C)CO1.FC(F)(F)C(O)=O.[CH3:26][CH:27]([CH2:29][CH2:30][CH2:31][CH:32]([CH2:34][CH2:35][CH2:36][CH:37]([CH2:39][CH2:40][CH2:41][C:42](O)([CH:44]=C)[CH3:43])[CH3:38])[CH3:33])[CH3:28], predict the reaction product. The product is: [CH2:1]([C:2]1[C:3]([OH:11])=[C:4]([CH3:10])[C:5]([CH3:9])=[C:6]([OH:7])[C:8]=1[CH3:12])/[CH:26]=[C:27](/[CH2:29][CH2:30][CH2:31][C@@H:32]([CH2:34][CH2:35][CH2:36][C@@H:37]([CH2:39][CH2:40][CH2:41][CH:42]([CH3:44])[CH3:43])[CH3:38])[CH3:33])\[CH3:28]. (3) The product is: [Br:12][C:8]1[C:9]([F:11])=[CH:10][C:2]([Cl:18])=[C:3]([CH:7]=1)[C:4]([OH:6])=[O:5]. Given the reactants N[C:2]1[CH:10]=[C:9]([F:11])[C:8]([Br:12])=[CH:7][C:3]=1[C:4]([OH:6])=[O:5].[N+]([O-])([O-])=O.[Na+].[ClH:18], predict the reaction product. (4) The product is: [O:4]=[C:3]([C:5]1[CH:6]=[N:7][CH:8]=[CH:9][CH:10]=1)[CH2:2][N:15]1[C:11](=[O:21])[C:12]2[C:13](=[CH:17][CH:18]=[CH:19][CH:20]=2)[C:14]1=[O:16]. Given the reactants Br[CH2:2][C:3]([C:5]1[CH:6]=[N:7][CH:8]=[CH:9][CH:10]=1)=[O:4].[C:11]1(=[O:21])[NH:15][C:14](=[O:16])[C:13]2=[CH:17][CH:18]=[CH:19][CH:20]=[C:12]12.[K].Cl.CC#N, predict the reaction product.